This data is from NCI-60 drug combinations with 297,098 pairs across 59 cell lines. The task is: Regression. Given two drug SMILES strings and cell line genomic features, predict the synergy score measuring deviation from expected non-interaction effect. (1) Drug 1: C1=NNC2=C1C(=O)NC=N2. Drug 2: C1C(C(OC1N2C=NC3=C2NC=NCC3O)CO)O. Cell line: BT-549. Synergy scores: CSS=0.0645, Synergy_ZIP=-1.34, Synergy_Bliss=-3.51, Synergy_Loewe=-6.60, Synergy_HSA=-4.73. (2) Drug 1: CCC(=C(C1=CC=CC=C1)C2=CC=C(C=C2)OCCN(C)C)C3=CC=CC=C3.C(C(=O)O)C(CC(=O)O)(C(=O)O)O. Drug 2: CC1CCC2CC(C(=CC=CC=CC(CC(C(=O)C(C(C(=CC(C(=O)CC(OC(=O)C3CCCCN3C(=O)C(=O)C1(O2)O)C(C)CC4CCC(C(C4)OC)OCCO)C)C)O)OC)C)C)C)OC. Cell line: MALME-3M. Synergy scores: CSS=14.1, Synergy_ZIP=2.68, Synergy_Bliss=10.4, Synergy_Loewe=-9.79, Synergy_HSA=4.98. (3) Drug 1: CCC(=C(C1=CC=CC=C1)C2=CC=C(C=C2)OCCN(C)C)C3=CC=CC=C3.C(C(=O)O)C(CC(=O)O)(C(=O)O)O. Drug 2: CC=C1C(=O)NC(C(=O)OC2CC(=O)NC(C(=O)NC(CSSCCC=C2)C(=O)N1)C(C)C)C(C)C. Cell line: DU-145. Synergy scores: CSS=28.9, Synergy_ZIP=-0.202, Synergy_Bliss=-1.30, Synergy_Loewe=-31.4, Synergy_HSA=-1.26. (4) Drug 1: CC12CCC3C(C1CCC2=O)CC(=C)C4=CC(=O)C=CC34C. Drug 2: CC1=C2C(C(=O)C3(C(CC4C(C3C(C(C2(C)C)(CC1OC(=O)C(C(C5=CC=CC=C5)NC(=O)OC(C)(C)C)O)O)OC(=O)C6=CC=CC=C6)(CO4)OC(=O)C)O)C)O. Cell line: A498. Synergy scores: CSS=44.5, Synergy_ZIP=-4.11, Synergy_Bliss=-2.65, Synergy_Loewe=-5.94, Synergy_HSA=-0.981. (5) Drug 1: CN1CCC(CC1)COC2=C(C=C3C(=C2)N=CN=C3NC4=C(C=C(C=C4)Br)F)OC. Drug 2: C1=NC2=C(N1)C(=S)N=CN2. Cell line: SK-OV-3. Synergy scores: CSS=13.1, Synergy_ZIP=-14.6, Synergy_Bliss=-18.2, Synergy_Loewe=-21.8, Synergy_HSA=-14.9.